From a dataset of Forward reaction prediction with 1.9M reactions from USPTO patents (1976-2016). Predict the product of the given reaction. (1) The product is: [C:20]([O:19][C:17]([N:13]1[CH2:14][CH2:15][CH2:16][CH:11]([NH:10][C:8]2[CH:7]=[N:6][C:5]([O:24][C:25]3[CH:26]=[CH:27][C:28]([O:31][C:32]4[CH:37]=[CH:36][CH:35]=[CH:34][CH:33]=4)=[CH:29][CH:30]=3)=[C:4]([C:3](=[O:2])[NH2:39])[CH:9]=2)[CH2:12]1)=[O:18])([CH3:22])([CH3:21])[CH3:23]. Given the reactants C[O:2][C:3](=O)[C:4]1[CH:9]=[C:8]([NH:10][CH:11]2[CH2:16][CH2:15][CH2:14][N:13]([C:17]([O:19][C:20]([CH3:23])([CH3:22])[CH3:21])=[O:18])[CH2:12]2)[CH:7]=[N:6][C:5]=1[O:24][C:25]1[CH:30]=[CH:29][C:28]([O:31][C:32]2[CH:37]=[CH:36][CH:35]=[CH:34][CH:33]=2)=[CH:27][CH:26]=1.[NH3:39], predict the reaction product. (2) Given the reactants [CH3:1][O:2][C:3](=[O:16])[C:4]1[CH:12]=[C:11]([N+:13]([O-:15])=[O:14])[CH:10]=[C:6]([C:7]([O-])=[O:8])[CH:5]=1.C(N(CC)CC)C.C(OC(Cl)=O)(C)C.C1(C)C=CC=CC=1.Cl.[BH4-].[Na+], predict the reaction product. The product is: [CH3:1][O:2][C:3](=[O:16])[C:4]1[CH:12]=[C:11]([N+:13]([O-:15])=[O:14])[CH:10]=[C:6]([CH2:7][OH:8])[CH:5]=1. (3) Given the reactants [CH2:1]([N:8]1[CH:12]=[C:11]([CH2:13][CH2:14][CH2:15][OH:16])[C:10]([CH:17]([CH3:19])[CH3:18])=[N:9]1)[C:2]1[CH:7]=[CH:6][CH:5]=[CH:4][CH:3]=1.C(N(C(C)C)C(C)C)C.[O:29]1[CH2:33]CC[CH2:30]1.COCCl, predict the reaction product. The product is: [CH2:1]([N:8]1[CH:12]=[C:11]([CH2:13][CH2:14][CH2:15][O:16][CH2:30][O:29][CH3:33])[C:10]([CH:17]([CH3:19])[CH3:18])=[N:9]1)[C:2]1[CH:3]=[CH:4][CH:5]=[CH:6][CH:7]=1. (4) Given the reactants [CH3:1][S:2]([C:5]1[NH:6][C:7]([C:16]([OH:18])=O)=[C:8]([C:10]2[CH:15]=[CH:14][CH:13]=[CH:12][CH:11]=2)[N:9]=1)(=[O:4])=[O:3].[CH3:19][O:20][C:21]1[CH:22]=[C:23]([N:29]2[CH2:34][CH2:33][NH:32][CH2:31][CH2:30]2)[CH:24]=[C:25]([O:27][CH3:28])[CH:26]=1.Cl.CN(C)CCCN=C=NCC.O.ON1C2C=CC=CC=2N=N1, predict the reaction product. The product is: [CH3:19][O:20][C:21]1[CH:22]=[C:23]([N:29]2[CH2:30][CH2:31][N:32]([C:16]([C:7]3[NH:6][C:5]([S:2]([CH3:1])(=[O:3])=[O:4])=[N:9][C:8]=3[C:10]3[CH:11]=[CH:12][CH:13]=[CH:14][CH:15]=3)=[O:18])[CH2:33][CH2:34]2)[CH:24]=[C:25]([O:27][CH3:28])[CH:26]=1. (5) Given the reactants [CH3:1][O:2][C:3]([C:5]1[N:6]=[CH:7][NH:8][CH:9]=1)=[O:4].[CH3:10][Si:11]([CH3:18])([CH3:17])[CH2:12][CH2:13][O:14][CH2:15]Cl.C([O-])([O-])=O.[K+].[K+].CN(C=O)C, predict the reaction product. The product is: [CH3:1][O:2][C:3]([C:5]1[N:6]=[CH:7][N:8]([CH2:15][O:14][CH2:13][CH2:12][Si:11]([CH3:18])([CH3:17])[CH3:10])[CH:9]=1)=[O:4]. (6) Given the reactants [N:1]1[C:10]2[C:5](=[CH:6][CH:7]=[CH:8][C:9]=2[O:11][CH:12]([CH3:18])[C:13]([O:15]CC)=[O:14])[CH:4]=[CH:3][CH:2]=1.[OH-].[Na+], predict the reaction product. The product is: [N:1]1[C:10]2[C:5](=[CH:6][CH:7]=[CH:8][C:9]=2[O:11][CH:12]([CH3:18])[C:13]([OH:15])=[O:14])[CH:4]=[CH:3][CH:2]=1.